This data is from Peptide-MHC class I binding affinity with 185,985 pairs from IEDB/IMGT. The task is: Regression. Given a peptide amino acid sequence and an MHC pseudo amino acid sequence, predict their binding affinity value. This is MHC class I binding data. (1) The peptide sequence is PSLQNITRYI. The MHC is H-2-Kb with pseudo-sequence H-2-Kb. The binding affinity (normalized) is 0.159. (2) The peptide sequence is TTAATPSV. The MHC is Mamu-A01 with pseudo-sequence Mamu-A01. The binding affinity (normalized) is 0.298. (3) The peptide sequence is GLVDIDDEY. The MHC is HLA-A03:01 with pseudo-sequence HLA-A03:01. The binding affinity (normalized) is 0. (4) The peptide sequence is VETIVLMAV. The MHC is Mamu-A11 with pseudo-sequence Mamu-A11. The binding affinity (normalized) is 0.628. (5) The peptide sequence is LESLTDREL. The MHC is HLA-A25:01 with pseudo-sequence HLA-A25:01. The binding affinity (normalized) is 0.0847. (6) The binding affinity (normalized) is 0.00481. The MHC is H-2-Kb with pseudo-sequence H-2-Kb. The peptide sequence is QRSDSSLVDE. (7) The peptide sequence is SRWRIRSGL. The MHC is HLA-B08:03 with pseudo-sequence HLA-B08:03. The binding affinity (normalized) is 0.0847. (8) The peptide sequence is SIKDVIHDY. The MHC is HLA-A03:01 with pseudo-sequence HLA-A03:01. The binding affinity (normalized) is 0.265. (9) The binding affinity (normalized) is 0.574. The MHC is HLA-A02:02 with pseudo-sequence HLA-A02:02. The peptide sequence is LMSIISTFHL.